Dataset: Peptide-MHC class II binding affinity with 134,281 pairs from IEDB. Task: Regression. Given a peptide amino acid sequence and an MHC pseudo amino acid sequence, predict their binding affinity value. This is MHC class II binding data. (1) The peptide sequence is EVVAATPTSLLISWG. The MHC is HLA-DPA10103-DPB10401 with pseudo-sequence HLA-DPA10103-DPB10401. The binding affinity (normalized) is 0.137. (2) The peptide sequence is YDCFLANVSTVLTGK. The MHC is DRB1_1101 with pseudo-sequence DRB1_1101. The binding affinity (normalized) is 0.541. (3) The peptide sequence is EKKYFLATQFEPLAA. The MHC is HLA-DPA10103-DPB10601 with pseudo-sequence HLA-DPA10103-DPB10601. The binding affinity (normalized) is 1.00. (4) The MHC is DRB4_0101 with pseudo-sequence DRB4_0103. The peptide sequence is HFLLRGPFEASWAIK. The binding affinity (normalized) is 0.236. (5) The peptide sequence is MSFVTTQPEALAAAA. The MHC is DRB1_1101 with pseudo-sequence DRB1_1101. The binding affinity (normalized) is 0.188. (6) The peptide sequence is DAAFKIAATAANAAP. The MHC is HLA-DQA10301-DQB10302 with pseudo-sequence HLA-DQA10301-DQB10302. The binding affinity (normalized) is 0.334.